This data is from CYP1A2 inhibition data for predicting drug metabolism from PubChem BioAssay. The task is: Regression/Classification. Given a drug SMILES string, predict its absorption, distribution, metabolism, or excretion properties. Task type varies by dataset: regression for continuous measurements (e.g., permeability, clearance, half-life) or binary classification for categorical outcomes (e.g., BBB penetration, CYP inhibition). Dataset: cyp1a2_veith. The compound is Cc1[nH]n(-c2ccc(S(=O)(=O)O)cc2)c(=O)c1N=Nc1ccccc1.[Na]. The result is 0 (non-inhibitor).